From a dataset of NCI-60 drug combinations with 297,098 pairs across 59 cell lines. Regression. Given two drug SMILES strings and cell line genomic features, predict the synergy score measuring deviation from expected non-interaction effect. (1) Drug 1: CC1=CC=C(C=C1)C2=CC(=NN2C3=CC=C(C=C3)S(=O)(=O)N)C(F)(F)F. Drug 2: C1CN(P(=O)(OC1)NCCCl)CCCl. Cell line: HT29. Synergy scores: CSS=4.37, Synergy_ZIP=-2.23, Synergy_Bliss=1.81, Synergy_Loewe=3.65, Synergy_HSA=3.33. (2) Drug 1: C1=C(C(=O)NC(=O)N1)F. Drug 2: CC1=C(N=C(N=C1N)C(CC(=O)N)NCC(C(=O)N)N)C(=O)NC(C(C2=CN=CN2)OC3C(C(C(C(O3)CO)O)O)OC4C(C(C(C(O4)CO)O)OC(=O)N)O)C(=O)NC(C)C(C(C)C(=O)NC(C(C)O)C(=O)NCCC5=NC(=CS5)C6=NC(=CS6)C(=O)NCCC[S+](C)C)O. Cell line: MCF7. Synergy scores: CSS=30.7, Synergy_ZIP=6.40, Synergy_Bliss=1.03, Synergy_Loewe=-0.575, Synergy_HSA=-0.479. (3) Drug 1: CC1CC2C3CCC4=CC(=O)C=CC4(C3(C(CC2(C1(C(=O)CO)O)C)O)F)C. Drug 2: CN1C=C(C=N1)C2=C3N=C(C(=C(N3N=C2)N)Br)C4CCCNC4. Cell line: HCT116. Synergy scores: CSS=12.6, Synergy_ZIP=-2.45, Synergy_Bliss=-1.13, Synergy_Loewe=-5.00, Synergy_HSA=0.240. (4) Drug 1: CCC1(CC2CC(C3=C(CCN(C2)C1)C4=CC=CC=C4N3)(C5=C(C=C6C(=C5)C78CCN9C7C(C=CC9)(C(C(C8N6C=O)(C(=O)OC)O)OC(=O)C)CC)OC)C(=O)OC)O.OS(=O)(=O)O. Drug 2: CC1=C2C(C(=O)C3(C(CC4C(C3C(C(C2(C)C)(CC1OC(=O)C(C(C5=CC=CC=C5)NC(=O)OC(C)(C)C)O)O)OC(=O)C6=CC=CC=C6)(CO4)OC(=O)C)O)C)O. Cell line: HT29. Synergy scores: CSS=32.5, Synergy_ZIP=-0.699, Synergy_Bliss=0.545, Synergy_Loewe=-25.0, Synergy_HSA=-1.76. (5) Drug 1: CC12CCC3C(C1CCC2=O)CC(=C)C4=CC(=O)C=CC34C. Drug 2: CC12CCC3C(C1CCC2O)C(CC4=C3C=CC(=C4)O)CCCCCCCCCS(=O)CCCC(C(F)(F)F)(F)F. Cell line: MALME-3M. Synergy scores: CSS=33.9, Synergy_ZIP=1.62, Synergy_Bliss=3.39, Synergy_Loewe=-0.518, Synergy_HSA=2.11.